From a dataset of Peptide-MHC class I binding affinity with 185,985 pairs from IEDB/IMGT. Regression. Given a peptide amino acid sequence and an MHC pseudo amino acid sequence, predict their binding affinity value. This is MHC class I binding data. (1) The peptide sequence is FAFHKEGAF. The binding affinity (normalized) is 0.0701. The MHC is HLA-A24:02 with pseudo-sequence HLA-A24:02. (2) The peptide sequence is TVYGLGADV. The MHC is HLA-B39:01 with pseudo-sequence HLA-B39:01. The binding affinity (normalized) is 0.0847. (3) The peptide sequence is TIAHINTLI. The MHC is HLA-A03:01 with pseudo-sequence HLA-A03:01. The binding affinity (normalized) is 0.183. (4) The peptide sequence is ATLFVWYFW. The MHC is HLA-B58:01 with pseudo-sequence HLA-B58:01. The binding affinity (normalized) is 0.510. (5) The MHC is HLA-A11:01 with pseudo-sequence HLA-A11:01. The binding affinity (normalized) is 0.0847. The peptide sequence is IIAARNIVR. (6) The peptide sequence is RSASGGVYL. The binding affinity (normalized) is 0.480. The MHC is HLA-A02:02 with pseudo-sequence HLA-A02:02. (7) The peptide sequence is GTEEIRSLF. The MHC is HLA-B39:01 with pseudo-sequence HLA-B39:01. The binding affinity (normalized) is 0.0847.